This data is from Reaction yield outcomes from USPTO patents with 853,638 reactions. The task is: Predict the reaction yield, written as a fraction of the theoretical maximum amount of product (1.0 means a 100% yield; for example, 0.34 means a 34% yield). (1) The product is [CH:5]1([NH:10][C:11]2[N:16]=[C:15]([C:17]3[C:18]([C:30]4[CH:35]=[CH:34][C:33]([F:36])=[CH:32][CH:31]=4)=[N:19][N:20]4[C:25]([CH3:26])=[C:24]([C:27]([NH:40][CH:37]5[CH2:39][CH2:38]5)=[O:28])[CH:23]=[CH:22][C:21]=34)[CH:14]=[CH:13][N:12]=2)[CH2:9][CH2:8][CH2:7][CH2:6]1. The catalyst is ClCCl. The reactants are S(Cl)(Cl)=O.[CH:5]1([NH:10][C:11]2[N:16]=[C:15]([C:17]3[C:18]([C:30]4[CH:35]=[CH:34][C:33]([F:36])=[CH:32][CH:31]=4)=[N:19][N:20]4[C:25]([CH3:26])=[C:24]([C:27](O)=[O:28])[CH:23]=[CH:22][C:21]=34)[CH:14]=[CH:13][N:12]=2)[CH2:9][CH2:8][CH2:7][CH2:6]1.[CH:37]1([NH2:40])[CH2:39][CH2:38]1. The yield is 0.440. (2) The reactants are BrC1C=CC(O)=C(C2C=[CH:16][C:15]3[C:10](=[CH:11][CH:12]=[C:13]([C:18]4[N:22]([CH:23]5[CH2:28][CH2:27][CH2:26][CH2:25][CH2:24]5)[C:21]5[CH:29]=[CH:30][C:31]([C:33]([OH:35])=[O:34])=[CH:32][C:20]=5[N:19]=4)[CH:14]=3)[N:9]=2)C=1.[OH:37][C:38]1[C:43]([N+:44]([O-:46])=[O:45])=[CH:42][C:41]([CH3:47])=[CH:40][C:39]=1[C:48](=O)[CH3:49].[OH-].[K+]. The catalyst is C(O)C. The product is [CH:23]1([N:22]2[C:21]3[CH:29]=[CH:30][C:31]([C:33]([OH:35])=[O:34])=[CH:32][C:20]=3[N:19]=[C:18]2[C:13]2[CH:14]=[C:15]3[C:10](=[CH:11][CH:12]=2)[N:9]=[C:48]([C:39]2[CH:40]=[C:41]([CH3:47])[CH:42]=[C:43]([N+:44]([O-:46])=[O:45])[C:38]=2[OH:37])[CH:49]=[CH:16]3)[CH2:24][CH2:25][CH2:26][CH2:27][CH2:28]1. The yield is 0.310. (3) The reactants are F[C:2]1[C:7]([I:8])=[CH:6][CH:5]=[CH:4][N:3]=1.C([O-])([O-])=O.[Cs+].[Cs+].[CH2:15]([SH:17])[CH3:16]. No catalyst specified. The product is [CH2:15]([S:17][C:2]1[C:7]([I:8])=[CH:6][CH:5]=[CH:4][N:3]=1)[CH3:16]. The yield is 0.900. (4) The reactants are [Cl:1][CH2:2][CH2:3][CH2:4][CH2:5][O:6][C:7]1[CH:16]=[CH:15][C:10]([C:11]([O:13][CH3:14])=[O:12])=[CH:9][C:8]=1[O:17][CH3:18].[N:19]([O-:21])=[O:20].[Na+].C(O)(=O)C.[N+]([O-])(O)=O. The catalyst is O. The product is [CH3:18][O:17][C:8]1[C:7]([O:6][CH2:5][CH2:4][CH2:3][CH2:2][Cl:1])=[CH:16][C:15]([N+:19]([O-:21])=[O:20])=[C:10]([CH:9]=1)[C:11]([O:13][CH3:14])=[O:12]. The yield is 0.920. (5) The reactants are [F:1][C:2]1[CH:7]=[CH:6][C:5]([F:8])=[CH:4][C:3]=1[C@H:9]1[CH2:13][CH2:12][CH2:11][N:10]1[C:14]1[CH:19]=[CH:18][N:17]2[N:20]=[CH:21][C:22]([C:23]3[O:27][C:26]([N:28]4[CH2:33][CH2:32][N:31](C(OC(C)(C)C)=O)[CH2:30][CH2:29]4)=[N:25][N:24]=3)=[C:16]2[N:15]=1.C(O)(C(F)(F)F)=O. The catalyst is C(Cl)Cl. The product is [F:1][C:2]1[CH:7]=[CH:6][C:5]([F:8])=[CH:4][C:3]=1[C@H:9]1[CH2:13][CH2:12][CH2:11][N:10]1[C:14]1[CH:19]=[CH:18][N:17]2[N:20]=[CH:21][C:22]([C:23]3[O:27][C:26]([N:28]4[CH2:33][CH2:32][NH:31][CH2:30][CH2:29]4)=[N:25][N:24]=3)=[C:16]2[N:15]=1. The yield is 0.610. (6) The reactants are [Br:1][C:2]1[C:7](=[O:8])[N:6]([C:9]2[CH:10]=[C:11]([CH:15]=[CH:16][C:17]=2[CH3:18])[C:12]([OH:14])=O)[C:5]([CH3:19])=[N:4][C:3]=1[O:20][CH2:21][C:22]1[CH:27]=[CH:26][C:25]([F:28])=[CH:24][C:23]=1[F:29].[CH2:30]([O:34]C(Cl)=O)C(C)C.C[N:39]1CC[O:42][CH2:41][CH2:40]1. The catalyst is CN(C)C=O.ClCCl. The product is [Br:1][C:2]1[C:7](=[O:8])[N:6]([C:9]2[CH:10]=[C:11]([CH:15]=[CH:16][C:17]=2[CH3:18])[C:12]([NH:39][CH2:40][C@H:41]([OH:42])[CH2:30][OH:34])=[O:14])[C:5]([CH3:19])=[N:4][C:3]=1[O:20][CH2:21][C:22]1[CH:27]=[CH:26][C:25]([F:28])=[CH:24][C:23]=1[F:29]. The yield is 0.430. (7) The reactants are [CH2:1]([O:3]/[C:4](=[CH:8]\[C:9]1[CH:14]=[CH:13][C:12]([O:15][CH2:16][CH2:17][C:18]2[N:19]=[C:20]([C:24]3[CH:29]=[CH:28][CH:27]=[CH:26][CH:25]=3)[O:21][C:22]=2[CH3:23])=[CH:11][C:10]=1[CH3:30])/[C:5]([OH:7])=[O:6])[CH3:2]. The product is [CH2:1]([O:3][CH:4]([CH2:8][C:9]1[CH:14]=[CH:13][C:12]([O:15][CH2:16][CH2:17][C:18]2[N:19]=[C:20]([C:24]3[CH:25]=[CH:26][CH:27]=[CH:28][CH:29]=3)[O:21][C:22]=2[CH3:23])=[CH:11][C:10]=1[CH3:30])[C:5]([OH:7])=[O:6])[CH3:2]. The catalyst is CO.[Pd]. The yield is 0.890.